This data is from Orexin1 receptor HTS with 218,158 compounds and 233 confirmed actives. The task is: Binary Classification. Given a drug SMILES string, predict its activity (active/inactive) in a high-throughput screening assay against a specified biological target. (1) The molecule is S(Cc1ccc(cc1)C)CC(=O)Nc1cc2OCOc2cc1. The result is 0 (inactive). (2) The molecule is Clc1c(N2CCN(CC2)C(=O)c2cccnc2)c([N+]([O-])=O)ccc1. The result is 0 (inactive). (3) The compound is O(c1c(OC)cc(cc1OC)/C=N\NC(=O)c1ccc(c2ccccc2)cc1)C. The result is 0 (inactive). (4) The compound is S(=O)(=O)(N1CCN(CC1)C(=O)c1nc2c(cc1)cccc2)c1ccc(OC)cc1. The result is 0 (inactive). (5) The molecule is s1c2CN(CCc2c(c1N\C=C1\C(=O)C(=CC=C1)C)C#N)Cc1ccccc1. The result is 0 (inactive). (6) The molecule is s1c(c2nc3c(c(c2)C(=O)Nc2oc(nn2)c2ccccc2)cccc3)ccc1. The result is 1 (active). (7) The drug is Clc1c(S(=O)(=O)Nc2ccc(S(=O)(=O)N3CCOCC3)cc2)cc([N+]([O-])=O)cc1. The result is 0 (inactive). (8) The drug is Clc1cc(CC2(CCCN(C2)Cc2nc3c(cc2)cc(F)cc3)CO)ccc1. The result is 1 (active). (9) The compound is Clc1c(cc(NC(=O)CN(C(=O)C2CN(C(=O)C2)c2ccc(cc2)C)C)cc1)C(F)(F)F. The result is 0 (inactive). (10) The molecule is Brc1ccc(c2nc(nc(c3ccccc3)c2)NN)cc1. The result is 0 (inactive).